From a dataset of Forward reaction prediction with 1.9M reactions from USPTO patents (1976-2016). Predict the product of the given reaction. (1) The product is: [CH3:1][O:2][C:3]([C:5]1[S:6][C:7]([C:19]2[CH:20]=[CH:21][CH:22]=[CH:23][CH:24]=2)=[CH:8][C:9]=1[N:10]([C:32]([CH:29]1[CH2:30][CH2:31][CH:26]([CH3:25])[CH2:27][CH2:28]1)=[O:33])[CH2:11][CH:12]1[CH2:17][CH2:16][CH2:15][N:14]([CH3:18])[CH2:13]1)=[O:4]. Given the reactants [CH3:1][O:2][C:3]([C:5]1[S:6][C:7]([C:19]2[CH:24]=[CH:23][CH:22]=[CH:21][CH:20]=2)=[CH:8][C:9]=1[NH:10][CH2:11][CH:12]1[CH2:17][CH2:16][CH2:15][N:14]([CH3:18])[CH2:13]1)=[O:4].[CH3:25][C@H:26]1[CH2:31][CH2:30][C@H:29]([C:32](Cl)=[O:33])[CH2:28][CH2:27]1, predict the reaction product. (2) Given the reactants [Br:1][C:2]1[CH:7]=[CH:6][C:5]([NH:8][C:9](=[O:20])[C:10]2[CH:15]=[C:14]([N+:16]([O-])=O)[CH:13]=[CH:12][C:11]=2[CH3:19])=[CH:4][CH:3]=1.CC1C(O)=C(C=O)C(COP(O)(O)=O)=CN=1.O, predict the reaction product. The product is: [NH2:16][C:14]1[CH:13]=[CH:12][C:11]([CH3:19])=[C:10]([CH:15]=1)[C:9]([NH:8][C:5]1[CH:6]=[CH:7][C:2]([Br:1])=[CH:3][CH:4]=1)=[O:20]. (3) The product is: [S-2:1].[Na+:2].[Na+:2].[C:4]([O-:12])(=[S:1])[CH2:5][CH2:6][CH2:7][CH2:8][CH2:9][CH2:10][CH3:11].[Na+:2]. Given the reactants [S-2:1].[Na+:2].[Na+].[C:4](Cl)(=[O:12])[CH2:5][CH2:6][CH2:7][CH2:8][CH2:9][CH2:10][CH3:11], predict the reaction product.